From a dataset of Forward reaction prediction with 1.9M reactions from USPTO patents (1976-2016). Predict the product of the given reaction. (1) Given the reactants [O:1]1[C:5]2[CH:6]=[CH:7][CH:8]=[CH:9][C:4]=2[C:3]([CH2:10][CH2:11][CH2:12][NH:13][CH:14]2[CH2:23][C:22]3[C:21]([C:24]([NH2:26])=[O:25])=[CH:20][CH:19]=[C:18]([F:27])[C:17]=3[O:16][CH2:15]2)=[CH:2]1.[CH:28](=O)[CH2:29][CH3:30].C(O)(=O)C.C([BH3-])#N.[Na+], predict the reaction product. The product is: [O:1]1[C:5]2[CH:6]=[CH:7][CH:8]=[CH:9][C:4]=2[C:3]([CH2:10][CH2:11][CH2:12][N:13]([CH2:28][CH2:29][CH3:30])[CH:14]2[CH2:23][C:22]3[C:21]([C:24]([NH2:26])=[O:25])=[CH:20][CH:19]=[C:18]([F:27])[C:17]=3[O:16][CH2:15]2)=[CH:2]1. (2) Given the reactants [CH2:1]([O:3][C:4](=[O:19])[C@@H:5]([O:17][CH3:18])[CH2:6][C:7]1[CH:12]=[CH:11][C:10]([C:13]#[C:14][CH2:15]O)=[CH:9][CH:8]=1)[CH3:2].[H][H].[C:22](OCC)(=[O:24])C, predict the reaction product. The product is: [CH2:1]([O:3][C:4](=[O:19])[C@@H:5]([O:17][CH3:18])[CH2:6][C:7]1[CH:12]=[CH:11][C:10]([CH2:13][CH2:14][CH2:15][CH2:22][OH:24])=[CH:9][CH:8]=1)[CH3:2]. (3) Given the reactants [NH2:1][CH2:2][C@H:3]([O:5][C:6]1[N:11]=[CH:10][C:9]([C:12]2[C:13]([CH3:31])=[N:14][CH:15]=[C:16]([NH:18][C:19](=[O:30])[C:20]3[CH:25]=[CH:24][CH:23]=[C:22]([C:26]([F:29])([F:28])[F:27])[CH:21]=3)[CH:17]=2)=[CH:8][C:7]=1[N:32]1[CH2:37][CH2:36][O:35][CH2:34][CH2:33]1)[CH3:4].Cl[C:39]([O:41][CH3:42])=[O:40], predict the reaction product. The product is: [CH3:42][O:41][C:39](=[O:40])[NH:1][CH2:2][C@H:3]([O:5][C:6]1[N:11]=[CH:10][C:9]([C:12]2[C:13]([CH3:31])=[N:14][CH:15]=[C:16]([NH:18][C:19](=[O:30])[C:20]3[CH:25]=[CH:24][CH:23]=[C:22]([C:26]([F:27])([F:28])[F:29])[CH:21]=3)[CH:17]=2)=[CH:8][C:7]=1[N:32]1[CH2:37][CH2:36][O:35][CH2:34][CH2:33]1)[CH3:4]. (4) Given the reactants [CH3:1][N:2]1[C:7]2[N:8]=[CH:9][C:10]([O:12][C:13]3[CH:14]=[N:15][CH:16]=[C:17]([CH3:19])[CH:18]=3)=[CH:11][C:6]=2[C:5](=[O:20])[N:4]([CH2:21][CH2:22][CH2:23][O:24][CH:25]2[CH2:30][CH2:29][CH2:28][CH2:27][O:26]2)[C:3]1=[O:31].[Li+].CC([N-]C(C)C)C.[F:40][C:41]([F:51])([F:50])[C:42]1[CH:49]=[CH:48][C:45]([CH:46]=[O:47])=[CH:44][N:43]=1, predict the reaction product. The product is: [OH:47][CH:46]([C:45]1[CH:44]=[N:43][C:42]([C:41]([F:51])([F:40])[F:50])=[CH:49][CH:48]=1)[C:11]1[C:6]2[C:5](=[O:20])[N:4]([CH2:21][CH2:22][CH2:23][O:24][CH:25]3[CH2:30][CH2:29][CH2:28][CH2:27][O:26]3)[C:3](=[O:31])[N:2]([CH3:1])[C:7]=2[N:8]=[CH:9][C:10]=1[O:12][C:13]1[CH:14]=[N:15][CH:16]=[C:17]([CH3:19])[CH:18]=1.